From a dataset of M1 muscarinic receptor agonist screen with 61,833 compounds. Binary Classification. Given a drug SMILES string, predict its activity (active/inactive) in a high-throughput screening assay against a specified biological target. (1) The drug is O=c1n(nc(c2c1cccc2)C)CC(=O)Nc1ccc(cc1)C(=O)N(C)C. The result is 0 (inactive). (2) The result is 0 (inactive). The molecule is Clc1cc(CCNC(=O)C2C3CC(C2C(O)=O)C=C3)ccc1. (3) The molecule is O(CN1C(=O)c2c(C1=O)cccc2)C(=O)c1occc1. The result is 0 (inactive). (4) The compound is OC(CN1CCN(CC1)c1ccccc1)COc1cc2oc(=O)cc(c2cc1)C. The result is 0 (inactive). (5) The compound is s1c(Nc2cc3OCCOc3cc2)nc(c2cc3OCOc3cc2)c1. The result is 0 (inactive). (6) The drug is S(C(CC)C)c1nc2n([nH]cc2c(=O)n1)c1ccccc1. The result is 0 (inactive). (7) The drug is S(=O)(=O)(N)c1ccc(CN(C2CC(=O)N(C2=O)c2ccc(OC)cc2)C(=O)CC)cc1. The result is 0 (inactive).